From a dataset of Catalyst prediction with 721,799 reactions and 888 catalyst types from USPTO. Predict which catalyst facilitates the given reaction. (1) Reactant: [F:1][C:2]1[CH:7]=[CH:6][C:5]([F:8])=[CH:4][C:3]=1[C@H:9]1[CH2:13][CH2:12][CH2:11][N:10]1[C:14]1[CH:19]=[CH:18][N:17]2[N:20]=[CH:21][C:22]([NH2:23])=[C:16]2[N:15]=1.[C:24](O[C:24](=[O:29])[C:25]([CH3:28])([CH3:27])[CH3:26])(=[O:29])[C:25]([CH3:28])([CH3:27])[CH3:26].N1C=CC=CC=1. Product: [F:1][C:2]1[CH:7]=[CH:6][C:5]([F:8])=[CH:4][C:3]=1[C@H:9]1[CH2:13][CH2:12][CH2:11][N:10]1[C:14]1[CH:19]=[CH:18][N:17]2[N:20]=[CH:21][C:22]([NH:23][C:24](=[O:29])[C:25]([CH3:28])([CH3:27])[CH3:26])=[C:16]2[N:15]=1. The catalyst class is: 2. (2) Reactant: [CH:1]1[CH:2]=[CH:3][C:4]2[S:15][C:14]3[CH:13]=[CH:12][CH:11]=[CH:10][C:9]=3[N:8]=[C:7]([N:16]3[CH2:21][CH2:20][N:19]([CH2:22][CH2:23][O:24][CH2:25][CH2:26][OH:27])[CH2:18][CH2:17]3)[C:5]=2[CH:6]=1.[N+:28]([O-:31])([OH:30])=[O:29]. Product: [CH:1]1[CH:2]=[CH:3][C:4]2[S:15][C:14]3[CH:13]=[CH:12][CH:11]=[CH:10][C:9]=3[N:8]=[C:7]([N:16]3[CH2:21][CH2:20][N:19]([CH2:22][CH2:23][O:24][CH2:25][CH2:26][OH:27])[CH2:18][CH2:17]3)[C:5]=2[CH:6]=1.[N+:28]([O-:31])([O-:30])=[O:29]. The catalyst class is: 21. (3) Reactant: Cl.[NH2:2][C:3]1[CH:4]=[CH:5][C:6]([CH2:12][OH:13])=[C:7]([B:9]([OH:11])O)[CH:8]=1.C(N(CC)CC)C.[F:21][C:22]1[CH:23]=[CH:24][C:25]([C:31]([F:34])([F:33])[F:32])=[C:26]([CH:30]=1)[C:27](Cl)=[O:28].Cl. Product: [F:21][C:22]1[CH:23]=[CH:24][C:25]([C:31]([F:32])([F:33])[F:34])=[C:26]([CH:30]=1)[C:27]([NH:2][C:3]1[CH:4]=[CH:5][C:6]2[CH2:12][O:13][B:9]([OH:11])[C:7]=2[CH:8]=1)=[O:28]. The catalyst class is: 4. (4) The catalyst class is: 195. Reactant: Br[C:2]1[CH:7]=[CH:6][C:5]([CH2:8][C@H:9]([NH:13][C:14]([C:16]2[N:17]=[CH:18][C:19]3[C:24]([CH:25]=2)=[CH:23][CH:22]=[C:21]([O:26][C:27]2[CH:32]=[CH:31][C:30]([C:33]([CH3:36])([CH3:35])[CH3:34])=[CH:29][CH:28]=2)[CH:20]=3)=[O:15])[C:10]([OH:12])=[O:11])=[CH:4][CH:3]=1.[Cl:37][C:38]1[CH:39]=[C:40](B(O)O)[CH:41]=[CH:42][C:43]=1[F:44].[C:48]1(C)C=CC=CC=1. Product: [CH3:48][O:12][C:10](=[O:11])[C@@H:9]([NH:13][C:14]([C:16]1[N:17]=[CH:18][C:19]2[C:24]([CH:25]=1)=[CH:23][CH:22]=[C:21]([O:26][C:27]1[CH:32]=[CH:31][C:30]([C:33]([CH3:36])([CH3:35])[CH3:34])=[CH:29][CH:28]=1)[CH:20]=2)=[O:15])[CH2:8][C:5]1[CH:6]=[CH:7][C:2]([C:40]2[CH:41]=[CH:42][C:43]([F:44])=[C:38]([Cl:37])[CH:39]=2)=[CH:3][CH:4]=1. (5) Reactant: C([N:4]1[CH2:9][CH2:8][N:7]([C:10]2[CH:15]=[CH:14][C:13]([C:16]3[NH:25][C:24](=[O:26])[C:23]4[C:18](=[CH:19][CH:20]=[CH:21][CH:22]=4)[N:17]=3)=[CH:12][CH:11]=2)[CH2:6][CH2:5]1)(=O)C.[OH-].[Na+]. Product: [N:7]1([C:10]2[CH:11]=[CH:12][C:13]([C:16]3[NH:25][C:24](=[O:26])[C:23]4[C:18](=[CH:19][CH:20]=[CH:21][CH:22]=4)[N:17]=3)=[CH:14][CH:15]=2)[CH2:8][CH2:9][NH:4][CH2:5][CH2:6]1. The catalyst class is: 33.